This data is from Reaction yield outcomes from USPTO patents with 853,638 reactions. The task is: Predict the reaction yield, written as a fraction of the theoretical maximum amount of product (1.0 means a 100% yield; for example, 0.34 means a 34% yield). The reactants are O[C:2]1[C:11]2[C:6](=[N:7][CH:8]=[CH:9][CH:10]=2)[N:5]([C:12]2[CH:17]=[CH:16][CH:15]=[CH:14][CH:13]=2)[C:4](=[O:18])[C:3]=1[C:19](=O)[CH2:20][C:21]1[CH:26]=[CH:25][C:24]([O:27][CH3:28])=[CH:23][CH:22]=1.O.[NH2:31][NH2:32]. The catalyst is CN(C=O)C. The product is [CH3:28][O:27][C:24]1[CH:23]=[CH:22][C:21]([CH2:20][C:19]2[C:3]3[C:4](=[O:18])[N:5]([C:12]4[CH:17]=[CH:16][CH:15]=[CH:14][CH:13]=4)[C:6]4[N:7]=[CH:8][CH:9]=[CH:10][C:11]=4[C:2]=3[NH:32][N:31]=2)=[CH:26][CH:25]=1. The yield is 0.890.